From a dataset of Full USPTO retrosynthesis dataset with 1.9M reactions from patents (1976-2016). Predict the reactants needed to synthesize the given product. (1) Given the product [CH3:25][N:26]1[CH2:31][CH2:30][N:29]([CH2:21][CH2:20][CH2:19][N:13]2[CH2:12][C:11]3[C:15](=[CH:16][CH:17]=[C:9]([C:7]4[S:8][C:4]([CH:3]=[O:2])=[CH:5][CH:6]=4)[CH:10]=3)[C:14]2=[O:18])[CH2:28][CH2:27]1, predict the reactants needed to synthesize it. The reactants are: C[O:2][CH:3](OC)[C:4]1[S:8][C:7]([C:9]2[CH:10]=[C:11]3[C:15](=[CH:16][CH:17]=2)[C:14](=[O:18])[N:13]([CH2:19][CH2:20][CH2:21]I)[CH2:12]3)=[CH:6][CH:5]=1.[CH3:25][N:26]1[CH2:31][CH2:30][NH:29][CH2:28][CH2:27]1. (2) Given the product [C:26]([CH2:25][N:6]1[CH2:5][CH2:4][N:3]([NH:9][C:10]([C:12]2[CH:17]=[N:16][C:15]([C:18]3[CH:19]=[CH:20][CH:21]=[CH:22][CH:23]=3)=[N:14][CH:13]=2)=[O:11])[CH2:8][CH2:7]1)#[N:27], predict the reactants needed to synthesize it. The reactants are: Cl.Cl.[N:3]1([NH:9][C:10]([C:12]2[CH:13]=[N:14][C:15]([C:18]3[CH:23]=[CH:22][CH:21]=[CH:20][CH:19]=3)=[N:16][CH:17]=2)=[O:11])[CH2:8][CH2:7][NH:6][CH2:5][CH2:4]1.Br[CH2:25][C:26]#[N:27].C([O-])([O-])=O.[Na+].[Na+]. (3) The reactants are: [Br:1][C:2]1[CH:11]=[CH:10][C:5]([C:6]([O:8]C)=O)=[C:4]([S:12]([CH3:15])(=[O:14])=[O:13])[CH:3]=1.[H-].[Na+].O.Cl. Given the product [Br:1][C:2]1[CH:11]=[CH:10][C:5]2[C:6](=[O:8])[CH2:15][S:12](=[O:14])(=[O:13])[C:4]=2[CH:3]=1, predict the reactants needed to synthesize it. (4) Given the product [Cl:26][C:2]1[N:7]2[N:8]=[C:9]([C:11]3[CH:16]=[CH:15][C:14]([O:17][CH3:18])=[CH:13][CH:12]=3)[CH:10]=[C:6]2[N:5]=[C:4]([C:19]([O:21][CH2:22][CH3:23])=[O:20])[CH:3]=1, predict the reactants needed to synthesize it. The reactants are: O[C:2]1[N:7]2[N:8]=[C:9]([C:11]3[CH:16]=[CH:15][C:14]([O:17][CH3:18])=[CH:13][CH:12]=3)[CH:10]=[C:6]2[N:5]=[C:4]([C:19]([O:21][CH2:22][CH3:23])=[O:20])[CH:3]=1.P(Cl)(Cl)([Cl:26])=O. (5) Given the product [F:1][CH:2]([CH2:14][N:15]1[CH:19]=[C:18]([C:20](=[O:33])[NH:21][CH2:22][C:23]2[CH:28]=[C:27]([C:29]([F:32])([F:31])[F:30])[CH:26]=[CH:25][N:24]=2)[N:17]=[N:16]1)[CH2:3][CH2:4][N:5]1[CH:9]=[C:8]([C:10]([OH:12])=[O:11])[N:7]=[N:6]1, predict the reactants needed to synthesize it. The reactants are: [F:1][CH:2]([CH2:14][N:15]1[CH:19]=[C:18]([C:20](=[O:33])[NH:21][CH2:22][C:23]2[CH:28]=[C:27]([C:29]([F:32])([F:31])[F:30])[CH:26]=[CH:25][N:24]=2)[N:17]=[N:16]1)[CH2:3][CH2:4][N:5]1[CH:9]=[C:8]([C:10]([O:12]C)=[O:11])[N:7]=[N:6]1.[Li+].[OH-]. (6) Given the product [OH:18][C:15]1[CH:16]=[CH:17][C:12]([C:9]2[O:10][C:11]3[C:3]([CH2:2][N:20]4[CH:24]=[CH:23][N:22]=[CH:21]4)=[CH:4][C:5]([OH:19])=[CH:6][C:7]=3[CH:8]=2)=[CH:13][CH:14]=1, predict the reactants needed to synthesize it. The reactants are: Br[CH2:2][C:3]1[C:11]2[O:10][C:9]([C:12]3[CH:17]=[CH:16][C:15]([OH:18])=[CH:14][CH:13]=3)=[CH:8][C:7]=2[CH:6]=[C:5]([OH:19])[CH:4]=1.[NH:20]1[CH:24]=[CH:23][N:22]=[CH:21]1.O. (7) Given the product [N:1]1[C:10]2[C:5](=[CH:6][CH:7]=[C:8]([CH2:11][OH:12])[CH:9]=2)[CH:4]=[CH:3][CH:2]=1, predict the reactants needed to synthesize it. The reactants are: [N:1]1[C:10]2[C:5](=[CH:6][CH:7]=[C:8]([C:11](OC)=[O:12])[CH:9]=2)[CH:4]=[CH:3][CH:2]=1.N[C@@H](C1C=NC(C)=CC=1)CCO.C1(C)C=CC=CC=1. (8) The reactants are: Cl[C:2]1[N:7]=[C:6]([N:8]2[CH2:13][CH2:12][O:11][CH2:10][CH2:9]2)[N:5]=[C:4]([NH:14][C:15]2[CH:20]=[CH:19][C:18]([O:21][C:22]([F:25])([F:24])[F:23])=[CH:17][CH:16]=2)[N:3]=1.O.[NH2:27][NH2:28]. Given the product [NH:27]([C:2]1[N:7]=[C:6]([N:8]2[CH2:13][CH2:12][O:11][CH2:10][CH2:9]2)[N:5]=[C:4]([NH:14][C:15]2[CH:20]=[CH:19][C:18]([O:21][C:22]([F:25])([F:24])[F:23])=[CH:17][CH:16]=2)[N:3]=1)[NH2:28], predict the reactants needed to synthesize it. (9) Given the product [CH3:19][O:18][C:14]1[CH:13]=[C:12]2[C:17]([C:8]([O:7][CH:5]3[CH2:4][NH:3][CH:2]([C:40]([NH2:50])=[O:42])[CH2:6]3)=[CH:9][C:10]([N:20]3[CH:24]=[CH:23][CH:22]=[N:21]3)=[N:11]2)=[CH:16][CH:15]=1, predict the reactants needed to synthesize it. The reactants are: C[C@@:2]1([C:40]([OH:42])=O)[CH2:6][C@@H:5]([O:7][C:8]2[C:17]3[C:12](=[CH:13][C:14]([O:18][CH3:19])=[CH:15][CH:16]=3)[N:11]=[C:10]([N:20]3[CH:24]=[CH:23][CH:22]=[N:21]3)[CH:9]=2)[CH2:4][N:3]1C(=O)[C@@H](NC(NC(C)(C)C)=O)C(C)(C)C.FC(F)(F)C(O)=O.[NH2:50][C@@H](CCC)C(O)C(NC1CC1)=O.F[P-](F)(F)(F)(F)F.N1(OC(N(C)C)=[N+](C)C)C2N=CC=CC=2N=N1.C(N(C(C)C)CC)(C)C.CC(OI1(OC(C)=O)(OC(C)=O)OC(=O)C2C=CC=CC1=2)=O.